The task is: Regression. Given two drug SMILES strings and cell line genomic features, predict the synergy score measuring deviation from expected non-interaction effect.. This data is from Merck oncology drug combination screen with 23,052 pairs across 39 cell lines. (1) Drug 1: CN(Cc1cnc2nc(N)nc(N)c2n1)c1ccc(C(=O)NC(CCC(=O)O)C(=O)O)cc1. Drug 2: CNC(=O)c1cc(Oc2ccc(NC(=O)Nc3ccc(Cl)c(C(F)(F)F)c3)cc2)ccn1. Cell line: CAOV3. Synergy scores: synergy=-15.4. (2) Drug 1: COc1cc(C2c3cc4c(cc3C(OC3OC5COC(C)OC5C(O)C3O)C3COC(=O)C23)OCO4)cc(OC)c1O. Drug 2: Cn1cc(-c2cnn3c(N)c(Br)c(C4CCCNC4)nc23)cn1. Cell line: HCT116. Synergy scores: synergy=1.84. (3) Drug 1: CN(C)C(=N)N=C(N)N. Drug 2: C#Cc1cccc(Nc2ncnc3cc(OCCOC)c(OCCOC)cc23)c1. Cell line: OV90. Synergy scores: synergy=-9.94.